This data is from Full USPTO retrosynthesis dataset with 1.9M reactions from patents (1976-2016). The task is: Predict the reactants needed to synthesize the given product. (1) Given the product [O:15]=[C:14]1[C:13]2[C:8](=[CH:9][CH:10]=[CH:11][CH:12]=2)[C:7](=[O:16])[N:6]1[O:5][CH2:4][CH2:3][NH:2][C:18]([NH:20][C:21](=[O:27])[O:22][C:23]([CH3:26])([CH3:25])[CH3:24])=[O:19], predict the reactants needed to synthesize it. The reactants are: Cl.[NH2:2][CH2:3][CH2:4][O:5][N:6]1[C:14](=[O:15])[C:13]2[C:8](=[CH:9][CH:10]=[CH:11][CH:12]=2)[C:7]1=[O:16].Cl[C:18]([NH:20][C:21](=[O:27])[O:22][C:23]([CH3:26])([CH3:25])[CH3:24])=[O:19].C(N(CC)CC)C. (2) Given the product [ClH:35].[O:1]1[C:5]2[CH:6]=[CH:7][C:8]([C:10]3[CH:15]=[CH:14][C:13]([C:16]4[N:20]([CH2:21][C@@H:22]5[CH2:26][CH2:25][NH:24][CH2:23]5)[C:19](=[O:34])[NH:18][N:17]=4)=[CH:12][CH:11]=3)=[CH:9][C:4]=2[CH:3]=[CH:2]1, predict the reactants needed to synthesize it. The reactants are: [O:1]1[C:5]2[CH:6]=[CH:7][C:8]([C:10]3[CH:15]=[CH:14][C:13]([C:16]4[N:20]([CH2:21][C@@H:22]5[CH2:26][CH2:25][N:24](C(OC(C)(C)C)=O)[CH2:23]5)[C:19](=[O:34])[NH:18][N:17]=4)=[CH:12][CH:11]=3)=[CH:9][C:4]=2[CH:3]=[CH:2]1.[ClH:35]. (3) Given the product [CH3:38][CH:35]1[CH2:34][NH:33][C:32](=[O:39])[C:31]2[CH:30]=[C:29]([C:22]3[CH:23]=[CH:24][CH:25]=[C:26]4[C:21]=3[N:20]=[C:19]([NH:11][C:12]3[CH:17]=[CH:16][CH:15]=[CH:14][CH:13]=3)[CH:28]=[CH:27]4)[NH:37][C:36]1=2, predict the reactants needed to synthesize it. The reactants are: [Li+].C[Si]([N-][Si](C)(C)C)(C)C.[NH2:11][C:12]1[CH:17]=[CH:16][CH:15]=[CH:14][CH:13]=1.Cl[C:19]1[CH:28]=[CH:27][C:26]2[C:21](=[C:22]([C:29]3[NH:37][C:36]4[CH:35]([CH3:38])[CH2:34][NH:33][C:32](=[O:39])[C:31]=4[CH:30]=3)[CH:23]=[CH:24][CH:25]=2)[N:20]=1.C(O)(C(F)(F)F)=O.